Dataset: Forward reaction prediction with 1.9M reactions from USPTO patents (1976-2016). Task: Predict the product of the given reaction. Given the reactants Cl[C:2]1[CH:3]=[CH:4][C:5]2[N:6]([C:8]([CH2:11][C:12]3[CH:13]=[C:14]4[C:19](=[CH:20][CH:21]=3)[N:18]=[CH:17][CH:16]=[CH:15]4)=[N:9][N:10]=2)[N:7]=1.C([Sn](CCCC)(CCCC)[C:27]([O:29][CH2:30][CH3:31])=[CH2:28])CCC.N#N, predict the reaction product. The product is: [CH2:30]([O:29][C:27]([C:2]1[CH:3]=[CH:4][C:5]2[N:6]([C:8]([CH2:11][C:12]3[CH:13]=[C:14]4[C:19](=[CH:20][CH:21]=3)[N:18]=[CH:17][CH:16]=[CH:15]4)=[N:9][N:10]=2)[N:7]=1)=[CH2:28])[CH3:31].